From a dataset of Forward reaction prediction with 1.9M reactions from USPTO patents (1976-2016). Predict the product of the given reaction. (1) Given the reactants [H-].[Na+].[N+:3]([C:6]1[CH:7]=[C:8]([S:12]([NH2:15])(=[O:14])=[O:13])[CH:9]=[CH:10][CH:11]=1)([O-:5])=[O:4].Cl[C:17]([O:19][CH3:20])=[O:18].Cl, predict the reaction product. The product is: [CH3:20][O:19][C:17]([NH:15][S:12]([C:8]1[CH:9]=[CH:10][CH:11]=[C:6]([N+:3]([O-:5])=[O:4])[CH:7]=1)(=[O:13])=[O:14])=[O:18]. (2) Given the reactants [CH2:1]([O:3][C:4]([C:6]1[CH:7]=[C:8]2[N:13]([CH:14]=1)[CH:12]=[CH:11][C:10]([CH2:15][OH:16])=[CH:9]2)=[O:5])[CH3:2].Br[C:18]1[CH:19]=[CH:20][C:21](=[O:25])[N:22]([CH3:24])[CH:23]=1, predict the reaction product. The product is: [CH2:1]([O:3][C:4]([C:6]1[CH:7]=[C:8]2[N:13]([C:14]=1[C:18]1[CH:19]=[CH:20][C:21](=[O:25])[N:22]([CH3:24])[CH:23]=1)[CH:12]=[CH:11][C:10]([CH2:15][OH:16])=[CH:9]2)=[O:5])[CH3:2]. (3) Given the reactants C(O[C:6]([NH:8][CH2:9][C@H:10]([CH2:14][C:15]1[CH:20]=[C:19]([Cl:21])[CH:18]=[CH:17][C:16]=1[O:22][CH3:23])[C:11]([OH:13])=O)=O)(C)(C)C.CS(O)(=O)=O.[CH3:29][O:30][C:31]1[CH:38]=[C:37]([O:39][CH3:40])[CH:36]=[C:35]([O:41][CH3:42])[C:32]=1C=O.[C:43]([O:46][BH-]([O:46][C:43](=[O:45])[CH3:44])[O:46][C:43](=[O:45])[CH3:44])(=[O:45])[CH3:44].[Na+].[OH-].[Na+].C([N:61](CC)CC)C, predict the reaction product. The product is: [Cl:21][C:19]1[CH:18]=[CH:17][C:16]([O:22][CH3:23])=[C:15]([CH:20]=1)[CH2:14][C@@H:10]([CH2:9][NH:8][CH2:6][C:38]1[C:37]([O:39][CH3:40])=[CH:36][C:35]([O:41][CH3:42])=[CH:32][C:31]=1[O:30][CH3:29])[C:11]([NH:61][CH2:44][C:43]([OH:46])=[O:45])=[O:13]. (4) Given the reactants [NH2:1][C:2]1[CH:3]=[C:4]([C:8]2[C:17]3[C:12](=[C:13]([C:18]([F:21])([F:20])[F:19])[CH:14]=[CH:15][CH:16]=3)[N:11]=[CH:10][C:9]=2[C:22]([C:24]2[CH:29]=[CH:28][CH:27]=[CH:26][CH:25]=2)=[O:23])[CH:5]=[CH:6][CH:7]=1.[I:30][C:31]1[CH:36]=[CH:35][CH:34]=[CH:33][C:32]=1[N:37]=[C:38]=[O:39], predict the reaction product. The product is: [C:22]([C:9]1[CH:10]=[N:11][C:12]2[C:17]([C:8]=1[C:4]1[CH:3]=[C:2]([NH:1][C:38]([NH:37][C:32]3[CH:33]=[CH:34][CH:35]=[CH:36][C:31]=3[I:30])=[O:39])[CH:7]=[CH:6][CH:5]=1)=[CH:16][CH:15]=[CH:14][C:13]=2[C:18]([F:21])([F:19])[F:20])(=[O:23])[C:24]1[CH:25]=[CH:26][CH:27]=[CH:28][CH:29]=1. (5) Given the reactants FC(F)(F)C(O)=O.C(OC([N:15]1[CH2:20][CH:19]=[C:18]([C:21]2[C:26]([NH2:27])=[N:25][CH:24]=[C:23]([C:28]3[CH:33]=[CH:32][C:31]([CH2:34][NH:35][C:36]4[C:41]([C:42](=[O:53])[NH:43][C@H:44]([C:46]5[CH:51]=[CH:50][C:49]([F:52])=[CH:48][CH:47]=5)[CH3:45])=[CH:40][C:39]([C:54]#[N:55])=[CH:38][N:37]=4)=[CH:30][CH:29]=3)[N:22]=2)[CH2:17][CH2:16]1)=O)(C)(C)C.C(Cl)Cl, predict the reaction product. The product is: [NH2:27][C:26]1[N:25]=[CH:24][C:23]([C:28]2[CH:33]=[CH:32][C:31]([CH2:34][NH:35][C:36]3[N:37]=[CH:38][C:39]([C:54]#[N:55])=[CH:40][C:41]=3[C:42]([NH:43][C@H:44]([C:46]3[CH:51]=[CH:50][C:49]([F:52])=[CH:48][CH:47]=3)[CH3:45])=[O:53])=[CH:30][CH:29]=2)=[N:22][C:21]=1[C:18]1[CH2:19][CH2:20][NH:15][CH2:16][CH:17]=1.